From a dataset of Catalyst prediction with 721,799 reactions and 888 catalyst types from USPTO. Predict which catalyst facilitates the given reaction. Reactant: [CH2:1]([O:4][C:5]([C@@H:7]1[CH2:12][CH2:11][N:10](C(OC(C)(C)C)=O)[CH2:9][C@H:8]1[C:20]([O:22][CH2:23][CH3:24])=[O:21])=[O:6])[CH:2]=[CH2:3].C(O)(C(F)(F)F)=O. Product: [CH2:1]([O:4][C:5]([C@@H:7]1[CH2:12][CH2:11][NH:10][CH2:9][C@H:8]1[C:20]([O:22][CH2:23][CH3:24])=[O:21])=[O:6])[CH:2]=[CH2:3]. The catalyst class is: 2.